The task is: Predict the reactants needed to synthesize the given product.. This data is from Full USPTO retrosynthesis dataset with 1.9M reactions from patents (1976-2016). (1) Given the product [Si:16]([O:15][CH:13]([C:3]1[O:4][C:5](=[O:12])[C:6]2[C:11]([C:2]=1[CH:23]=[CH2:24])=[CH:10][CH:9]=[CH:8][CH:7]=2)[CH3:14])([C:19]([CH3:22])([CH3:21])[CH3:20])([CH3:18])[CH3:17], predict the reactants needed to synthesize it. The reactants are: Br[C:2]1[C:11]2[C:6](=[CH:7][CH:8]=[CH:9][CH:10]=2)[C:5](=[O:12])[O:4][C:3]=1[CH:13]([O:15][Si:16]([C:19]([CH3:22])([CH3:21])[CH3:20])([CH3:18])[CH3:17])[CH3:14].[CH2:23]([Sn](CCCC)(CCCC)C(OCC)=C)[CH2:24]CC. (2) Given the product [CH3:1][N:2]1[C:7]([CH3:9])([CH3:8])[CH2:6][CH:5]([C:10]2[CH:11]=[CH:12][C:13]([O:16][CH2:19][CH:21]3[CH2:22][O:23]3)=[CH:14][CH:15]=2)[CH2:4][C:3]1([CH3:18])[CH3:17], predict the reactants needed to synthesize it. The reactants are: [CH3:1][N:2]1[C:7]([CH3:9])([CH3:8])[CH2:6][CH:5]([C:10]2[CH:15]=[CH:14][C:13]([OH:16])=[CH:12][CH:11]=2)[CH2:4][C:3]1([CH3:18])[CH3:17].[CH2:19]([CH:21]1[O:23][CH2:22]1)Cl. (3) Given the product [CH3:22][S:23]([O:1][CH:2]([C:4]1[S:8][C:7]([C:9]2[CH:14]=[CH:13][CH:12]=[CH:11][N:10]=2)=[N:6][N:5]=1)[CH3:3])(=[O:25])=[O:24], predict the reactants needed to synthesize it. The reactants are: [OH:1][CH:2]([C:4]1[S:8][C:7]([C:9]2[CH:14]=[CH:13][CH:12]=[CH:11][N:10]=2)=[N:6][N:5]=1)[CH3:3].C(N(CC)CC)C.[CH3:22][S:23](Cl)(=[O:25])=[O:24]. (4) Given the product [N+:11]([C:9]1[CH:8]=[CH:7][C:6]2[O:14][CH2:2][C:3](=[O:4])[C:5]=2[CH:10]=1)([O-:13])=[O:12], predict the reactants needed to synthesize it. The reactants are: Br[CH2:2][C:3]([C:5]1[CH:10]=[C:9]([N+:11]([O-:13])=[O:12])[CH:8]=[CH:7][C:6]=1[OH:14])=[O:4].C(N(CC)CC)C.